From a dataset of Reaction yield outcomes from USPTO patents with 853,638 reactions. Predict the reaction yield, written as a fraction of the theoretical maximum amount of product (1.0 means a 100% yield; for example, 0.34 means a 34% yield). (1) The yield is 0.770. The product is [C:1]([O:5][C:6]([N:8]1[CH2:13][CH2:12][N:11]([C:14](=[N:15][CH3:16])[S:17][CH3:31])[CH:10]([C:18]2[O:22][N:21]=[C:20]([C:23]3[CH:28]=[CH:27][CH:26]=[C:25]([Cl:29])[CH:24]=3)[N:19]=2)[CH2:9]1)=[O:7])([CH3:4])([CH3:2])[CH3:3]. The catalyst is CO. The reactants are [C:1]([O:5][C:6]([N:8]1[CH2:13][CH2:12][N:11]([C:14](=[S:17])[NH:15][CH3:16])[CH:10]([C:18]2[O:22][N:21]=[C:20]([C:23]3[CH:28]=[CH:27][CH:26]=[C:25]([Cl:29])[CH:24]=3)[N:19]=2)[CH2:9]1)=[O:7])([CH3:4])([CH3:3])[CH3:2].I[CH3:31]. (2) The reactants are [Cl:1][C:2]1[CH:3]=[C:4]([CH:6]=[CH:7][C:8]=1[C:9]1[N:13]([CH3:14])[N:12]=[N:11][N:10]=1)[NH2:5].[C:15](N1C=CN=C1)(N1C=CN=C1)=[S:16]. The catalyst is C(Cl)Cl. The product is [Cl:1][C:2]1[CH:3]=[C:4]([N:5]=[C:15]=[S:16])[CH:6]=[CH:7][C:8]=1[C:9]1[N:13]([CH3:14])[N:12]=[N:11][N:10]=1. The yield is 0.570. (3) The reactants are [OH:1][C:2]1[C:7]([CH3:8])=[N:6][N:5]([CH3:9])[C:4](=[O:10])[C:3]=1C(OC)=O.Cl. The catalyst is O1CCOCC1.CCOC(C)=O. The product is [OH:1][C:2]1[C:7]([CH3:8])=[N:6][N:5]([CH3:9])[C:4](=[O:10])[CH:3]=1. The yield is 0.350. (4) The reactants are C(O)(=O)C.[NH:5]1[CH2:8][CH:7]([C:9]([O:11][C:12]([CH3:15])([CH3:14])[CH3:13])=[O:10])[CH2:6]1.[CH:16]([C:18]1[CH:25]=[CH:24][C:21]([C:22]#[N:23])=[CH:20][CH:19]=1)=O.C([BH3-])#N.[Na+]. The catalyst is CO. The product is [C:22]([C:21]1[CH:24]=[CH:25][C:18]([CH2:16][N:5]2[CH2:6][CH:7]([C:9]([O:11][C:12]([CH3:15])([CH3:14])[CH3:13])=[O:10])[CH2:8]2)=[CH:19][CH:20]=1)#[N:23]. The yield is 0.890. (5) The reactants are O1CCCCC1[N:7]1[C:15]2[C:10](=[CH:11][C:12]([C:16]3[N:20]=[CH:19][N:18](C(C4C=CC=CC=4)(C4C=CC=CC=4)C4C=CC=CC=4)[N:17]=3)=[CH:13][CH:14]=2)[C:9]([C:40]2[CH:41]=[C:42]([NH:46][C:47](=[O:55])[CH2:48][C:49]3[CH:54]=[CH:53][CH:52]=[CH:51][CH:50]=3)[CH:43]=[CH:44][CH:45]=2)=[N:8]1. The catalyst is O1CCOCC1.Cl. The product is [NH:18]1[CH:19]=[N:20][C:16]([C:12]2[CH:11]=[C:10]3[C:15](=[CH:14][CH:13]=2)[NH:7][N:8]=[C:9]3[C:40]2[CH:41]=[C:42]([NH:46][C:47](=[O:55])[CH2:48][C:49]3[CH:50]=[CH:51][CH:52]=[CH:53][CH:54]=3)[CH:43]=[CH:44][CH:45]=2)=[N:17]1. The yield is 0.480. (6) The reactants are [CH:1]12[CH2:7][CH:4]([CH:5]=[CH:6]1)[CH2:3][C:2]2([CH2:10][OH:11])[CH2:8][OH:9].[H][H]. The catalyst is C(O)C.[Pd]. The product is [CH:1]12[CH2:7][CH:4]([CH2:5][CH2:6]1)[CH2:3][C:2]2([CH2:8][OH:9])[CH2:10][OH:11]. The yield is 0.929. (7) The reactants are [CH3:1][N:2]([CH2:10][C:11]1([CH2:20][CH:21]=O)[C:19]2[C:14](=[CH:15][CH:16]=[CH:17][CH:18]=2)[CH2:13][CH2:12]1)[C:3](=[O:9])[O:4][C:5]([CH3:8])([CH3:7])[CH3:6].[C@@H:23]12[NH:30][C@@H:27]([CH2:28][CH2:29]1)[CH2:26][CH:25]([N:31]1[C:35]3[CH:36]=[CH:37][CH:38]=[CH:39][C:34]=3[N:33]=[C:32]1[CH3:40])[CH2:24]2.C(O[BH-](OC(=O)C)OC(=O)C)(=O)C.[Na+].C([O-])(O)=O.[Na+]. The catalyst is ClCCCl. The product is [CH3:1][N:2]([CH2:10][C:11]1([CH2:20][CH2:21][N:30]2[C@H:27]3[CH2:28][CH2:29][C@@H:23]2[CH2:24][CH:25]([N:31]2[C:35]4[CH:36]=[CH:37][CH:38]=[CH:39][C:34]=4[N:33]=[C:32]2[CH3:40])[CH2:26]3)[C:19]2[C:14](=[CH:15][CH:16]=[CH:17][CH:18]=2)[CH2:13][CH2:12]1)[C:3](=[O:9])[O:4][C:5]([CH3:8])([CH3:7])[CH3:6]. The yield is 0.700. (8) The reactants are Cl.[Cl:2][C:3]1[CH:17]=[CH:16][C:6]2[C:7]([CH:10]3[CH2:15][CH2:14][NH:13][CH2:12][CH2:11]3)=[N:8][O:9][C:5]=2[CH:4]=1.[C:18]([O:22][C:23](=[O:34])[NH:24][C@H:25]1[CH2:30][CH2:29][C@H:28]([CH2:31][CH:32]=O)[CH2:27][CH2:26]1)([CH3:21])([CH3:20])[CH3:19].C(O[BH-](OC(=O)C)OC(=O)C)(=O)C.[Na+]. The catalyst is ClCCCl. The product is [C:18]([O:22][C:23](=[O:34])[NH:24][C@H:25]1[CH2:26][CH2:27][C@H:28]([CH2:31][CH2:32][N:13]2[CH2:12][CH2:11][CH:10]([C:7]3[C:6]4[CH:16]=[CH:17][C:3]([Cl:2])=[CH:4][C:5]=4[O:9][N:8]=3)[CH2:15][CH2:14]2)[CH2:29][CH2:30]1)([CH3:21])([CH3:20])[CH3:19]. The yield is 0.643. (9) The reactants are [I:1][C:2]1[CH:8]=[CH:7][C:5]([NH2:6])=[CH:4][CH:3]=1.C(O[CH:12]=[C:13]([C:19]([O:21][CH2:22][CH3:23])=[O:20])[C:14]([O:16][CH2:17][CH3:18])=[O:15])C. The catalyst is C(O)C. The product is [CH2:17]([O:16][C:14](=[O:15])[C:13](=[CH:12][NH:6][C:5]1[CH:7]=[CH:8][C:2]([I:1])=[CH:3][CH:4]=1)[C:19]([O:21][CH2:22][CH3:23])=[O:20])[CH3:18]. The yield is 0.910.